From a dataset of Forward reaction prediction with 1.9M reactions from USPTO patents (1976-2016). Predict the product of the given reaction. Given the reactants [OH-].[Na+].[O:3]=[C:4]1[C:9]([C:10]([O:12]CC)=[O:11])=[CH:8][NH:7][N:6]2[CH:15]=[CH:16][CH:17]=[C:5]12, predict the reaction product. The product is: [O:3]=[C:4]1[C:9]([C:10]([OH:12])=[O:11])=[CH:8][NH:7][N:6]2[CH:15]=[CH:16][CH:17]=[C:5]12.